From a dataset of Forward reaction prediction with 1.9M reactions from USPTO patents (1976-2016). Predict the product of the given reaction. (1) Given the reactants [NH2:1][CH:2]1[C:8]2[CH:9]=[C:10]([Cl:14])[CH:11]=[C:12]([CH3:13])[C:7]=2[O:6][CH2:5][CH2:4][CH2:3]1.[CH3:15][S:16](Cl)(=[O:18])=[O:17], predict the reaction product. The product is: [Cl:14][C:10]1[CH:11]=[C:12]([CH3:13])[C:7]2[O:6][CH2:5][CH2:4][CH2:3][CH:2]([NH:1][S:16]([CH3:15])(=[O:18])=[O:17])[C:8]=2[CH:9]=1. (2) Given the reactants [CH2:1]([C:5]1[CH:12]=[CH:11][C:8]([CH2:9][NH2:10])=[CH:7][CH:6]=1)[CH2:2][CH2:3][CH3:4].N1C=CC=CC=1.[CH3:19][S:20](Cl)(=[O:22])=[O:21].O, predict the reaction product. The product is: [CH2:1]([C:5]1[CH:6]=[CH:7][C:8]([CH2:9][NH:10][S:20]([CH3:19])(=[O:22])=[O:21])=[CH:11][CH:12]=1)[CH2:2][CH2:3][CH3:4]. (3) Given the reactants [CH3:1][N:2]([C:9]1[NH:13][C:12](=[O:14])[O:11][N:10]=1)[CH2:3][C:4]([O:6]CC)=[O:5].O1CCCC1.O.[OH-].[Li+], predict the reaction product. The product is: [CH3:1][N:2]([C:9]1[NH:13][C:12](=[O:14])[O:11][N:10]=1)[CH2:3][C:4]([OH:6])=[O:5]. (4) Given the reactants [F:1][C:2]([F:22])([F:21])[O:3][C:4]1[CH:9]=[CH:8][C:7]([N:10]2[CH2:14][CH2:13][C:12]3([CH2:19][CH2:18][NH:17][CH2:16][CH2:15]3)[C:11]2=[O:20])=[CH:6][CH:5]=1.Br[C:24]1[C:25]([O:30][CH3:31])=[N:26][CH:27]=[CH:28][CH:29]=1, predict the reaction product. The product is: [CH3:31][O:30][C:25]1[C:24]([N:17]2[CH2:16][CH2:15][C:12]3([C:11](=[O:20])[N:10]([C:7]4[CH:8]=[CH:9][C:4]([O:3][C:2]([F:1])([F:21])[F:22])=[CH:5][CH:6]=4)[CH2:14][CH2:13]3)[CH2:19][CH2:18]2)=[CH:29][CH:28]=[CH:27][N:26]=1. (5) Given the reactants [F-:1].[K+].I([C:6]1[CH:7]=[C:8]([CH:21]=[CH:22][C:23]=1[N+:24]([O-:26])=[O:25])[C:9]([NH:11][CH2:12][C:13]([O:15][CH2:16][C:17]([Cl:20])([Cl:19])[Cl:18])=[O:14])=[O:10])(=O)=O.C1OCCOCCOCCOCCOCCOC1, predict the reaction product. The product is: [F:1][C:6]1[CH:7]=[C:8]([CH:21]=[CH:22][C:23]=1[N+:24]([O-:26])=[O:25])[C:9]([NH:11][CH2:12][C:13]([O:15][CH2:16][C:17]([Cl:20])([Cl:19])[Cl:18])=[O:14])=[O:10]. (6) Given the reactants [C:1]([OH:12])(=O)/[CH:2]=[CH:3]/[CH2:4][CH2:5][CH2:6][CH2:7][CH2:8][CH2:9][CH3:10].[CH2:13]([NH:19][CH2:20][CH2:21][CH2:22][CH2:23][CH2:24][CH3:25])[CH2:14][CH2:15][CH2:16][CH2:17][CH3:18], predict the reaction product. The product is: [CH2:20]([N:19]([CH2:13][CH2:14][CH2:15][CH2:16][CH2:17][CH3:18])[C:1](=[O:12])/[CH:2]=[CH:3]/[CH2:4][CH2:5][CH2:6][CH2:7][CH2:8][CH2:9][CH3:10])[CH2:21][CH2:22][CH2:23][CH2:24][CH3:25].